Dataset: Full USPTO retrosynthesis dataset with 1.9M reactions from patents (1976-2016). Task: Predict the reactants needed to synthesize the given product. Given the product [Cl:1][C:2]1[CH:3]=[CH:4][C:5]([C:8]2[CH:9]=[N:10][CH:11]=[C:12]3[C:17]=2[N:16]=[C:15]([C:18]([NH:58][CH2:57][CH2:56][C:55]([F:60])([F:59])[F:54])=[O:20])[CH:14]=[CH:13]3)=[CH:6][CH:7]=1, predict the reactants needed to synthesize it. The reactants are: [Cl:1][C:2]1[CH:7]=[CH:6][C:5]([C:8]2[CH:9]=[N:10][CH:11]=[C:12]3[C:17]=2[N:16]=[C:15]([C:18]([OH:20])=O)[CH:14]=[CH:13]3)=[CH:4][CH:3]=1.C(N(CC)C(C)C)(C)C.F[P-](F)(F)(F)(F)F.N1(OC(N(C)C)=[N+](C)C)C2N=CC=CC=2N=N1.[F:54][C:55]([F:60])([F:59])[CH2:56][CH2:57][NH2:58].